Dataset: Catalyst prediction with 721,799 reactions and 888 catalyst types from USPTO. Task: Predict which catalyst facilitates the given reaction. (1) Reactant: [N:1]1[C:10]2[C:5](=[CH:6][CH:7]=[CH:8][CH:9]=2)[C:4]([N:11]2[CH2:17][C:16]3[CH:18]=[C:19]([C:22]4[CH:23]=[CH:24][C:25]5[N:29]=[C:28]([NH:30][C:31](=O)OC)[NH:27][C:26]=5[CH:35]=4)[CH:20]=[CH:21][C:15]=3[O:14][CH2:13][CH2:12]2)=[CH:3][CH:2]=1.F[P-](F)(F)(F)(F)F.Cl[C:44](N(C)C)=[N+](C)C.CN1CCOCC1. Product: [CH3:44][N:30]([CH3:31])[C:28]1[NH:27][C:26]2[CH:35]=[C:22]([C:19]3[CH:20]=[CH:21][C:15]4[O:14][CH2:13][CH2:12][N:11]([C:4]5[C:5]6[C:10](=[CH:9][CH:8]=[CH:7][CH:6]=6)[N:1]=[CH:2][CH:3]=5)[CH2:17][C:16]=4[CH:18]=3)[CH:23]=[CH:24][C:25]=2[N:29]=1. The catalyst class is: 42. (2) Reactant: [H-].[Al+3].[Li+].[H-].[H-].[H-].[C:7]([O:11][C:12]([NH:14][C@@H:15]([CH2:20][CH:21]=[CH2:22])[C:16](OC)=[O:17])=[O:13])([CH3:10])([CH3:9])[CH3:8].O.O.O.O.O.O.O.O.O.O.S([O-])([O-])(=O)=O.[Na+].[Na+]. Product: [OH:17][CH2:16][C@@H:15]([NH:14][C:12](=[O:13])[O:11][C:7]([CH3:10])([CH3:9])[CH3:8])[CH2:20][CH:21]=[CH2:22]. The catalyst class is: 1. (3) Reactant: [F:1][C:2]1[CH:7]=[CH:6][C:5]([C:8]2[N:12]3[CH:13]=[CH:14][C:15]([CH:17]=[O:18])=[N:16][C:11]3=[N:10][CH:9]=2)=[CH:4][C:3]=1[C:19]1[C:20]([C:25]#[N:26])=[CH:21][CH:22]=[CH:23][CH:24]=1.S([CH2:37][N+:38]#[C-:39])(C1C=CC(C)=CC=1)(=O)=O.C(=O)([O-])[O-].[K+].[K+].C(OCC)C. Product: [F:1][C:2]1[CH:7]=[CH:6][C:5]([C:8]2[N:12]3[CH:13]=[CH:14][C:15]([C:17]4[O:18][CH:39]=[N:38][CH:37]=4)=[N:16][C:11]3=[N:10][CH:9]=2)=[CH:4][C:3]=1[C:19]1[C:20]([C:25]#[N:26])=[CH:21][CH:22]=[CH:23][CH:24]=1. The catalyst class is: 138. (4) Reactant: [CH2:1]([O:8][C:9]([N:11]1[CH2:15][C:14](=[O:16])[N:13]=[C:12]1[NH2:17])=[O:10])[C:2]1[CH:7]=[CH:6][CH:5]=[CH:4][CH:3]=1.CCN(CC)CC.[CH3:25][C:26](OC(C)=O)=[O:27]. Product: [CH2:1]([O:8][C:9]([N:11]1[CH2:15][C:14](=[O:16])[N:13]=[C:12]1[NH:17][C:26](=[O:27])[CH3:25])=[O:10])[C:2]1[CH:7]=[CH:6][CH:5]=[CH:4][CH:3]=1. The catalyst class is: 79. (5) Reactant: [C:1]([C:3]1[CH:8]=[CH:7][C:6]([C:9]2[C:10]([C:17]#[N:18])=[C:11]([CH2:15]O)[NH:12][C:13]=2[CH3:14])=[CH:5][CH:4]=1)#[N:2].[CH3:19][S:20]([O-:22])=[O:21].[Na+].[Cl-].[Na+]. Product: [C:1]([C:3]1[CH:8]=[CH:7][C:6]([C:9]2[C:10]([C:17]#[N:18])=[C:11]([CH2:15][S:20]([CH3:19])(=[O:22])=[O:21])[NH:12][C:13]=2[CH3:14])=[CH:5][CH:4]=1)#[N:2]. The catalyst class is: 106. (6) Reactant: [CH:1]1([NH2:7])[CH2:6][CH2:5][CH2:4][CH2:3][CH2:2]1.Cl[CH2:9][CH2:10][N:11]=[C:12]=[O:13].[H-].[Na+].[NH4+].[Cl-].[Na+].[Cl-]. Product: [CH:1]1([N:7]2[CH2:9][CH2:10][NH:11][C:12]2=[O:13])[CH2:6][CH2:5][CH2:4][CH2:3][CH2:2]1. The catalyst class is: 1.